From a dataset of Reaction yield outcomes from USPTO patents with 853,638 reactions. Predict the reaction yield, written as a fraction of the theoretical maximum amount of product (1.0 means a 100% yield; for example, 0.34 means a 34% yield). (1) The reactants are C([O:3][C:4]([C:6]1[C:11]2[S:12][CH:13]=[CH:14][C:10]=2[CH:9]=[CH:8][CH:7]=1)=[O:5])C.[OH-].[Na+]. The catalyst is CO.O. The product is [S:12]1[CH:13]=[CH:14][C:10]2[CH:9]=[CH:8][CH:7]=[C:6]([C:4]([OH:5])=[O:3])[C:11]1=2. The yield is 0.590. (2) The reactants are [C:1]([O:5][C:6]([N:8]1[CH2:13][CH2:12][CH:11]([OH:14])[CH2:10][CH2:9]1)=[O:7])([CH3:4])([CH3:3])[CH3:2].[H-].[Na+].Cl[C:18]1[C:23]([C:24](=[O:26])[CH3:25])=[C:22]([NH:27][C:28]2[CH:29]=[N:30][C:31]([S:34]([CH3:37])(=[O:36])=[O:35])=[CH:32][CH:33]=2)[N:21]=[CH:20][N:19]=1. The catalyst is CN(C)C(=O)C. The product is [C:1]([O:5][C:6]([N:8]1[CH2:13][CH2:12][CH:11]([O:14][C:18]2[C:23]([C:24](=[O:26])[CH3:25])=[C:22]([NH:27][C:28]3[CH:29]=[N:30][C:31]([S:34]([CH3:37])(=[O:35])=[O:36])=[CH:32][CH:33]=3)[N:21]=[CH:20][N:19]=2)[CH2:10][CH2:9]1)=[O:7])([CH3:4])([CH3:2])[CH3:3]. The yield is 0.500.